From a dataset of Reaction yield outcomes from USPTO patents with 853,638 reactions. Predict the reaction yield, written as a fraction of the theoretical maximum amount of product (1.0 means a 100% yield; for example, 0.34 means a 34% yield). (1) The reactants are Br[C:2]1[CH:7]=[CH:6][C:5]([CH2:8][CH2:9][S:10]([NH:13][C:14]2[CH:19]=[CH:18][CH:17]=[CH:16][C:15]=2[S:20]([NH2:23])(=[O:22])=[O:21])(=[O:12])=[O:11])=[CH:4][CH:3]=1.[CH3:24][C:25]([OH:29])([C:27]#[CH:28])[CH3:26]. No catalyst specified. The product is [OH:29][C:25]([CH3:26])([CH3:24])[C:27]#[C:28][C:2]1[CH:7]=[CH:6][C:5]([CH2:8][CH2:9][S:10]([NH:13][C:14]2[CH:19]=[CH:18][CH:17]=[CH:16][C:15]=2[S:20]([NH2:23])(=[O:22])=[O:21])(=[O:12])=[O:11])=[CH:4][CH:3]=1. The yield is 0.420. (2) The reactants are [CH:1]1([N:6]2[C:15]3[N:14]=[C:13]([NH:16][C:17]4[CH:25]=[CH:24][C:20]([C:21]([OH:23])=O)=[CH:19][C:18]=4[O:26][CH3:27])[N:12]=[CH:11][C:10]=3[N:9]([CH2:28][CH3:29])[CH2:8][C@H:7]2[CH2:30][CH3:31])[CH2:5][CH2:4][CH2:3][CH2:2]1.F[B-](F)(F)F.N1(OC(N(C)C)=[N+](C)C)C2C=CC=CC=2N=N1.[CH3:54][N:55]1[CH2:60][CH2:59][CH:58]([NH2:61])[CH2:57][CH2:56]1.C(N(C(C)C)C(C)C)C. The catalyst is CN(C=O)C. The product is [NH3:6].[CH:1]1([N:6]2[C:15]3[N:14]=[C:13]([NH:16][C:17]4[CH:25]=[CH:24][C:20]([C:21]([NH:61][CH:58]5[CH2:59][CH2:60][N:55]([CH3:54])[CH2:56][CH2:57]5)=[O:23])=[CH:19][C:18]=4[O:26][CH3:27])[N:12]=[CH:11][C:10]=3[N:9]([CH2:28][CH3:29])[CH2:8][C@H:7]2[CH2:30][CH3:31])[CH2:5][CH2:4][CH2:3][CH2:2]1. The yield is 0.0500. (3) The reactants are [CH3:1][O:2][C:3]1[CH:11]=[C:10]([N+:12]([O-:14])=[O:13])[CH:9]=[CH:8][C:4]=1[C:5]([OH:7])=[O:6].[C:15](=O)([O-])[O-].[K+].[K+].IC. No catalyst specified. The product is [CH3:1][O:2][C:3]1[CH:11]=[C:10]([N+:12]([O-:14])=[O:13])[CH:9]=[CH:8][C:4]=1[C:5]([O:7][CH3:15])=[O:6]. The yield is 0.770. (4) The reactants are [Br:1][C:2]1[CH:3]=[C:4]([S:10](Cl)(=[O:12])=[O:11])[CH:5]=[CH:6][C:7]=1[O:8][CH3:9].[NH2:14][C:15]1[CH:16]=[C:17]([OH:25])[C:18](=[CH:23][CH:24]=1)[C:19]([O:21][CH3:22])=[O:20].N1C=CC=CC=1.O. The catalyst is CC#N.CCOC(C)=O. The product is [Br:1][C:2]1[CH:3]=[C:4]([S:10]([NH:14][C:15]2[CH:24]=[CH:23][C:18]([C:19]([O:21][CH3:22])=[O:20])=[C:17]([OH:25])[CH:16]=2)(=[O:12])=[O:11])[CH:5]=[CH:6][C:7]=1[O:8][CH3:9]. The yield is 0.780.